From a dataset of Catalyst prediction with 721,799 reactions and 888 catalyst types from USPTO. Predict which catalyst facilitates the given reaction. (1) Reactant: [N+]([C:4]1[NH:5][CH:6]=[C:7]([N+:9]([O-:11])=[O:10])[N:8]=1)([O-])=O.[O:12]1[C:14]2([CH2:19][CH2:18][N:17]([C:20]([O:22][C:23]([CH3:26])([CH3:25])[CH3:24])=[O:21])[CH2:16][CH2:15]2)[CH2:13]1.C([O-])(=O)C.[Na+]. Product: [C:23]([O:22][C:20]([N:17]1[CH2:18][CH2:19][C:14]2([O:12][C:4]3=[N:8][C:7]([N+:9]([O-:11])=[O:10])=[CH:6][N:5]3[CH2:13]2)[CH2:15][CH2:16]1)=[O:21])([CH3:26])([CH3:24])[CH3:25]. The catalyst class is: 8. (2) Reactant: C(OC([N:8]1[C:17]2[C:12](=[CH:13][C:14]([C:18]3[CH:19]=[N:20][CH:21]=[CH:22][C:23]=3[C:24]([O:26][CH3:27])=[O:25])=[CH:15][N:16]=2)[CH2:11][CH2:10][CH2:9]1)=O)(C)(C)C. Product: [CH3:27][O:26][C:24](=[O:25])[C:23]1[CH:22]=[CH:21][N:20]=[CH:19][C:18]=1[C:14]1[CH:15]=[N:16][C:17]2[NH:8][CH2:9][CH2:10][CH2:11][C:12]=2[CH:13]=1. The catalyst class is: 209. (3) Reactant: [CH3:1][N:2]([CH3:12])[C:3]1[CH:4]=[C:5]([CH:9]=[CH:10][CH:11]=1)[C:6](Cl)=[O:7].[CH2:13]([O:15][C:16](=[O:27])[CH2:17][CH2:18][CH2:19][C:20]1[CH:25]=[CH:24][C:23]([NH2:26])=[CH:22][CH:21]=1)[CH3:14].C(N(CC)CC)C.O. Product: [CH2:13]([O:15][C:16](=[O:27])[CH2:17][CH2:18][CH2:19][C:20]1[CH:21]=[CH:22][C:23]([NH:26][C:6](=[O:7])[C:5]2[CH:9]=[CH:10][CH:11]=[C:3]([N:2]([CH3:12])[CH3:1])[CH:4]=2)=[CH:24][CH:25]=1)[CH3:14]. The catalyst class is: 1. (4) Reactant: [CH3:1][O:2][C:3]1[CH:10]=[C:9]([O:11][CH3:12])[CH:8]=[CH:7][C:4]=1[CH2:5][NH2:6].[C:13](N1C=CN=C1)([N:15]1C=CN=C1)=[S:14].N. Product: [CH3:1][O:2][C:3]1[CH:10]=[C:9]([O:11][CH3:12])[CH:8]=[CH:7][C:4]=1[CH2:5][NH:6][C:13]([NH2:15])=[S:14]. The catalyst class is: 4. (5) Reactant: [Br:1][C:2]1[CH:3]=[N:4][NH:5][C:6]=1[C:7]1[CH:12]=[CH:11][C:10]([F:13])=[CH:9][CH:8]=1.C([O-])([O-])=O.[Cs+].[Cs+].Br[CH2:21][CH2:22][C:23]#[N:24].O. Product: [Br:1][C:2]1[C:6]([C:7]2[CH:8]=[CH:9][C:10]([F:13])=[CH:11][CH:12]=2)=[N:5][N:4]([CH2:21][CH2:22][C:23]#[N:24])[CH:3]=1. The catalyst class is: 3. (6) Reactant: [BH4-].[Na+].[F:3][C:4]1[CH:16]=[C:15]([C:17]([F:20])([F:19])[F:18])[CH:14]=[CH:13][C:5]=1[C:6]([CH:8]1[CH2:10][CH:9]1[C:11]#[N:12])=[O:7].[Cl-].[NH4+]. Product: [F:3][C:4]1[CH:16]=[C:15]([C:17]([F:20])([F:19])[F:18])[CH:14]=[CH:13][C:5]=1[CH:6]([OH:7])[CH:8]1[CH2:10][CH:9]1[C:11]#[N:12]. The catalyst class is: 162. (7) Reactant: C(Cl)CCl.C1C=NC2N(O)N=NC=2C=1.[C:15]([O:19][C:20]([NH:22][C@H:23]([CH:34]1[CH2:39][CH2:38][CH2:37][CH2:36][CH2:35]1)[C:24]([N:26]1[CH2:33][CH2:32][CH2:31][C@H:27]1[C:28](O)=[O:29])=[O:25])=[O:21])([CH3:18])([CH3:17])[CH3:16].[Cl:40][C:41]1[CH:42]=[CH:43][C:44]([C:49]2[N:50]=[N:51][S:52][CH:53]=2)=[C:45]([CH2:47][NH2:48])[CH:46]=1. The catalyst class is: 3. Product: [C:15]([O:19][C:20]([NH:22][C@H:23]([CH:34]1[CH2:35][CH2:36][CH2:37][CH2:38][CH2:39]1)[C:24]([N:26]1[CH2:33][CH2:32][CH2:31][C@H:27]1[C:28]([NH:48][CH2:47][C:45]1[CH:46]=[C:41]([Cl:40])[CH:42]=[CH:43][C:44]=1[C:49]1[N:50]=[N:51][S:52][CH:53]=1)=[O:29])=[O:25])=[O:21])([CH3:18])([CH3:16])[CH3:17].